From a dataset of Catalyst prediction with 721,799 reactions and 888 catalyst types from USPTO. Predict which catalyst facilitates the given reaction. Reactant: C([S:8][C:9]1[CH:14]=[C:13]([CH3:15])[CH:12]=[C:11]([Cl:16])[N:10]=1)C1C=CC=CC=1.Cl.ClCl.[OH-:20].[NH4+:21].[OH2:22]. Product: [Cl:16][C:11]1[N:10]=[C:9]([S:8]([NH2:21])(=[O:22])=[O:20])[CH:14]=[C:13]([CH3:15])[CH:12]=1. The catalyst class is: 4.